From a dataset of Full USPTO retrosynthesis dataset with 1.9M reactions from patents (1976-2016). Predict the reactants needed to synthesize the given product. (1) The reactants are: [C:1]([O:5][C:6]([N:8]1[CH2:13][CH2:12][C:11]([NH:24][C:25]([O:27][C:28]([CH3:31])([CH3:30])[CH3:29])=[O:26])([C:14](=[O:23])[NH:15]C2C=CC=CC=2O)[CH2:10][CH2:9]1)=[O:7])([CH3:4])([CH3:3])[CH3:2].[C:45]1(P([C:45]2[CH:50]=[CH:49][CH:48]=[CH:47][CH:46]=2)[C:45]2[CH:50]=[CH:49][CH:48]=[CH:47][CH:46]=2)[CH:50]=[CH:49][CH:48]=[CH:47][CH:46]=1.CCOC(/N=N/C(OCC)=O)=O. Given the product [C:1]([O:5][C:6]([N:8]1[CH2:9][CH2:10][C:11]([C:14]2[O:23][C:45]3[CH:46]=[CH:47][CH:48]=[CH:49][C:50]=3[N:15]=2)([NH:24][C:25]([O:27][C:28]([CH3:31])([CH3:30])[CH3:29])=[O:26])[CH2:12][CH2:13]1)=[O:7])([CH3:4])([CH3:2])[CH3:3], predict the reactants needed to synthesize it. (2) Given the product [NH2:25][C:26]1[CH:34]=[C:33]([Cl:35])[CH:32]=[CH:31][C:27]=1[C:28]([NH:37][C@@H:38]([CH:43]1[CH2:48][CH2:47][CH2:46][CH2:45][CH2:44]1)[C:39]([O:41][CH3:42])=[O:40])=[O:30], predict the reactants needed to synthesize it. The reactants are: CN(C(ON1N=NC2C=CC=NC1=2)=[N+](C)C)C.F[P-](F)(F)(F)(F)F.[NH2:25][C:26]1[CH:34]=[C:33]([Cl:35])[CH:32]=[CH:31][C:27]=1[C:28]([OH:30])=O.Cl.[NH2:37][C@@H:38]([CH:43]1[CH2:48][CH2:47][CH2:46][CH2:45][CH2:44]1)[C:39]([O:41][CH3:42])=[O:40].C(N(C(C)C)CC)(C)C. (3) Given the product [Cl:8][C:5]1[C:4]([NH2:9])=[CH:3][C:2]([C:15]2[C:11]([CH3:10])=[N:12][O:13][C:14]=2[CH3:19])=[CH:7][N:6]=1, predict the reactants needed to synthesize it. The reactants are: Br[C:2]1[CH:3]=[C:4]([NH2:9])[C:5]([Cl:8])=[N:6][CH:7]=1.[CH3:10][C:11]1[C:15](B(O)O)=[C:14]([CH3:19])[O:13][N:12]=1.P([O-])([O-])([O-])=O.[K+].[K+].[K+]. (4) The reactants are: [Br:1][C:2]1[C:3]([CH2:9][CH2:10][CH3:11])=[CH:4][C:5](N)=[N:6][CH:7]=1.[BrH:12].BrBr.N([O-])=O.[Na+].[OH-].[Na+]. Given the product [Br:12][C:5]1[CH:4]=[C:3]([CH2:9][CH2:10][CH3:11])[C:2]([Br:1])=[CH:7][N:6]=1, predict the reactants needed to synthesize it.